Dataset: Full USPTO retrosynthesis dataset with 1.9M reactions from patents (1976-2016). Task: Predict the reactants needed to synthesize the given product. Given the product [OH:1][C:2]1[CH:3]=[C:4]2[C:9](=[CH:10][CH:11]=1)[C:8](=[O:12])[N:7]([C:13]1[CH:14]=[CH:15][C:16]([OH:19])=[CH:17][CH:18]=1)[CH:6]=[C:5]2[C:20]1[CH:29]=[CH:28][C:23]([C:24]([OH:26])=[O:25])=[CH:22][CH:21]=1, predict the reactants needed to synthesize it. The reactants are: [OH:1][C:2]1[CH:3]=[C:4]2[C:9](=[CH:10][CH:11]=1)[C:8](=[O:12])[N:7]([C:13]1[CH:18]=[CH:17][C:16]([OH:19])=[CH:15][CH:14]=1)[CH:6]=[C:5]2[C:20]1[CH:29]=[CH:28][C:23]([C:24]([O:26]C)=[O:25])=[CH:22][CH:21]=1.B(Br)(Br)Br.